Dataset: hERG potassium channel inhibition data for cardiac toxicity prediction from Karim et al.. Task: Regression/Classification. Given a drug SMILES string, predict its toxicity properties. Task type varies by dataset: regression for continuous values (e.g., LD50, hERG inhibition percentage) or binary classification for toxic/non-toxic outcomes (e.g., AMES mutagenicity, cardiotoxicity, hepatotoxicity). Dataset: herg_karim. (1) The molecule is CN(CCCOc1ccc([N+](=O)[O-])cc1)CCc1ccc([N+](=O)[O-])cc1. The result is 1 (blocker). (2) The molecule is Cc1ccc(Cc2cccc(Cc3ccc(C)cc3)[n+]2C)cc1. The result is 1 (blocker).